Dataset: Peptide-MHC class II binding affinity with 134,281 pairs from IEDB. Task: Regression. Given a peptide amino acid sequence and an MHC pseudo amino acid sequence, predict their binding affinity value. This is MHC class II binding data. (1) The peptide sequence is EYIRIDAKVVPKSKIDTKIQ. The MHC is DRB1_1501 with pseudo-sequence DRB1_1501. The binding affinity (normalized) is 0.533. (2) The peptide sequence is EGKIILVAVHVASGYIE. The MHC is DRB1_0802 with pseudo-sequence DRB1_0802. The binding affinity (normalized) is 0.778. (3) The peptide sequence is ISASSAAQRRGRIGR. The MHC is DRB4_0103 with pseudo-sequence DRB4_0103. The binding affinity (normalized) is 0.851. (4) The peptide sequence is GNGCFKIYHKCDNAC. The MHC is DRB4_0101 with pseudo-sequence DRB4_0103. The binding affinity (normalized) is 0. (5) The peptide sequence is VRYTTEGGTKTEAEDVIPEG. The MHC is HLA-DQA10501-DQB10301 with pseudo-sequence HLA-DQA10501-DQB10301. The binding affinity (normalized) is 0.294.